This data is from Reaction yield outcomes from USPTO patents with 853,638 reactions. The task is: Predict the reaction yield, written as a fraction of the theoretical maximum amount of product (1.0 means a 100% yield; for example, 0.34 means a 34% yield). (1) The product is [CH3:27][CH:15]1[C:16]2[CH:17]=[CH:18][CH:19]=[C:20]([C:24]([NH2:25])=[O:26])[C:21]=2[C:22](=[O:23])[N:14]1[CH:11]1[CH2:12][CH2:13][NH:8][CH2:9][CH2:10]1. The catalyst is Cl. The yield is 0.950. The reactants are C(OC([N:8]1[CH2:13][CH2:12][CH:11]([N:14]2[C:22](=[O:23])[C:21]3[C:16](=[CH:17][CH:18]=[CH:19][C:20]=3[C:24](=[O:26])[NH2:25])[CH:15]2[CH3:27])[CH2:10][CH2:9]1)=O)(C)(C)C.O1CCOCC1. (2) The reactants are [F:1][C:2]1[CH:7]=[CH:6][C:5]([CH2:8]C#N)=[CH:4][CH:3]=1.[N:11]1[CH:16]=[CH:15][CH:14]=[CH:13][C:12]=1[C:17]([O:19]CC)=O.[O-]CC.[Na+].Cl. The catalyst is C(O)C. The product is [F:1][C:2]1[CH:7]=[CH:6][C:5]([CH2:8][C:17]([C:12]2[CH:13]=[CH:14][CH:15]=[CH:16][N:11]=2)=[O:19])=[CH:4][CH:3]=1. The yield is 0.420.